Dataset: Full USPTO retrosynthesis dataset with 1.9M reactions from patents (1976-2016). Task: Predict the reactants needed to synthesize the given product. (1) Given the product [C:6]([C:5]1[CH:8]=[CH:9][C:2]([C:12]#[C:11][C:10]([O:14][CH2:15][CH3:16])=[O:13])=[CH:3][CH:4]=1)#[N:7], predict the reactants needed to synthesize it. The reactants are: I[C:2]1[CH:9]=[CH:8][C:5]([C:6]#[N:7])=[CH:4][CH:3]=1.[C:10]([O:14][CH2:15][CH3:16])(=[O:13])[C:11]#[CH:12].C(=O)([O-])[O-].[K+].[K+]. (2) Given the product [Cl:1][C:2]1[CH:3]=[C:4]([C:11]([CH3:38])([CH3:39])[CH2:12][C:13]([CH2:14][C:15]2[NH:23][C:22]3[CH:21]=[N:20][C:19]([CH:30]([CH3:32])[CH3:31])=[N:18][C:17]=3[CH:16]=2)([OH:37])[C:33]([F:36])([F:35])[F:34])[C:5]2[O:9][CH2:8][CH2:7][C:6]=2[CH:10]=1, predict the reactants needed to synthesize it. The reactants are: [Cl:1][C:2]1[CH:3]=[C:4]([C:11]([CH3:39])([CH3:38])[CH2:12][C:13]([OH:37])([C:33]([F:36])([F:35])[F:34])[CH2:14][C:15]#[C:16][C:17]2[C:22]([NH:23]C(=O)C(F)(F)F)=[CH:21][N:20]=[C:19]([CH:30]([CH3:32])[CH3:31])[N:18]=2)[C:5]2[O:9][CH2:8][CH2:7][C:6]=2[CH:10]=1.CN(C)C(=N)N(C)C. (3) Given the product [Cl:25][C:26]1[CH:31]=[C:30]([NH:32][C:33]([N:17]2[CH2:18][CH2:19][N:14]([CH2:13][CH2:12][C:11]([CH3:23])([CH3:22])[C:10]([N:8]3[CH2:7][CH2:6][C:3]4([CH2:5][CH2:4]4)[C@H:2]([OH:1])[CH2:9]3)=[O:24])[C:15](=[O:21])[C@@H:16]2[CH3:20])=[O:34])[CH:29]=[CH:28][C:27]=1[C:35]([F:38])([F:37])[F:36], predict the reactants needed to synthesize it. The reactants are: [OH:1][C@@H:2]1[CH2:9][N:8]([C:10](=[O:24])[C:11]([CH3:23])([CH3:22])[CH2:12][CH2:13][N:14]2[CH2:19][CH2:18][NH:17][C@@H:16]([CH3:20])[C:15]2=[O:21])[CH2:7][CH2:6][C:3]21[CH2:5][CH2:4]2.[Cl:25][C:26]1[CH:31]=[C:30]([N:32]=[C:33]=[O:34])[CH:29]=[CH:28][C:27]=1[C:35]([F:38])([F:37])[F:36]. (4) Given the product [F:1][C@H:2]1[CH2:19][C@@:17]2([CH3:18])[C@@H:13]([CH2:14][CH2:15][C:16]2=[O:20])[C@H:12]2[C@H:3]1[C:4]1[CH:5]=[CH:6][CH:7]=[CH:8][C:9]=1[CH2:10][C@H:11]2[CH2:21][CH2:22][CH2:23][CH2:24][CH2:25][N:26]([CH2:28][CH2:29][CH2:30][OH:31])[CH3:27], predict the reactants needed to synthesize it. The reactants are: [F:1][C@H:2]1[CH2:19][C@@:17]2([CH3:18])[C@@H:13]([CH2:14][CH2:15][C:16]2=[O:20])[C@H:12]2[C@H:3]1[C:4]1[CH:5]=[CH:6][C:7](OC3CCCCO3)=[CH:8][C:9]=1[CH2:10][C@H:11]2[CH2:21][CH2:22][CH2:23][CH2:24][CH2:25][N:26]([CH2:28][CH2:29][CH2:30][O:31][Si](C(C)(C)C)(C)C)[CH3:27].[F-].C([N+](CCCC)(CCCC)CCCC)CCC. (5) Given the product [C:6]1([C:1]2[CH:6]=[CH:5][CH:4]=[CH:3][CH:2]=2)[CH:1]=[CH:2][CH:3]=[C:4]([N:7]2[CH2:12][CH2:11][N:10]([C:13](=[O:44])[C:14](=[O:43])[CH:15]=[C:16]([C:18]3[C:19](=[O:42])[N:20]([CH2:34][C:35]4[CH:40]=[CH:39][CH:38]=[CH:37][C:36]=4[F:41])[CH:21]=[C:22]([CH2:24][C:25]4[C:26]([F:33])=[CH:27][C:28]([F:32])=[CH:29][C:30]=4[F:31])[CH:23]=3)[OH:17])[CH2:9][CH2:8]2)[CH:5]=1, predict the reactants needed to synthesize it. The reactants are: [C:1]1(C2C=CC=CC=2)[CH:6]=[CH:5][C:4]([N:7]2[CH2:12][CH2:11][N:10]([C:13](=[O:44])[C:14](=[O:43])[CH:15]=[C:16]([C:18]3[C:19](=[O:42])[N:20]([CH2:34][C:35]4[CH:40]=[CH:39][CH:38]=[CH:37][C:36]=4[F:41])[CH:21]=[C:22]([CH2:24][C:25]4[C:30]([F:31])=[CH:29][C:28]([F:32])=[CH:27][C:26]=4[F:33])[CH:23]=3)[OH:17])[CH2:9][CH2:8]2)=[CH:3][CH:2]=1. (6) Given the product [F:23][C:24]1[CH:25]=[C:26]([CH:27]=[CH:28][C:29]=1[F:30])[CH2:31][O:32][C:2]1[CH:12]=[C:6]2[N:7]([CH2:11][C:17]3[CH:18]=[CH:19][CH:20]=[CH:21][C:16]=3[CH3:15])[CH2:8][CH2:9][CH2:10][N:5]2[C:4](=[O:13])[N:3]=1, predict the reactants needed to synthesize it. The reactants are: Cl[C:2]1[CH:12]=[C:6]2[N:7]([CH3:11])[CH2:8][CH2:9][CH2:10][N:5]2[C:4](=[O:13])[N:3]=1.Br[CH2:15][C:16]1[CH:21]=[CH:20][CH:19]=[CH:18][C:17]=1C.[F:23][C:24]1[CH:25]=[C:26]([CH2:31][OH:32])[CH:27]=[CH:28][C:29]=1[F:30]. (7) Given the product [CH2:13]([O:12][C:11](=[O:20])[NH:10][CH:7]1[CH2:8][CH2:9][CH:4]([CH2:3][NH:2][C:39]([NH:38][C:30](=[O:37])[C:31]2[CH:32]=[CH:33][CH:34]=[CH:35][CH:36]=2)=[S:40])[CH2:5][CH2:6]1)[C:14]1[CH:15]=[CH:16][CH:17]=[CH:18][CH:19]=1, predict the reactants needed to synthesize it. The reactants are: Cl.[NH2:2][CH2:3][CH:4]1[CH2:9][CH2:8][CH:7]([NH:10][C:11](=[O:20])[O:12][CH2:13][C:14]2[CH:19]=[CH:18][CH:17]=[CH:16][CH:15]=2)[CH2:6][CH2:5]1.C(N(C(C)C)CC)(C)C.[C:30]([N:38]=[C:39]=[S:40])(=[O:37])[C:31]1[CH:36]=[CH:35][CH:34]=[CH:33][CH:32]=1.O. (8) Given the product [Cl:1][C:2]1[CH:7]=[CH:6][CH:5]=[C:4]([CH3:8])[C:3]=1[NH:9][C:10]1[NH:11][C:12]2[C:18]3[CH2:19][C:20]([CH3:22])([CH3:23])[O:21][C:17]=3[C:16]([C:24]([NH:36][C:33]3[CH:34]=[N:35][C:30]([C:29]([F:38])([F:28])[F:37])=[CH:31][CH:32]=3)=[O:26])=[CH:15][C:13]=2[N:14]=1, predict the reactants needed to synthesize it. The reactants are: [Cl:1][C:2]1[CH:7]=[CH:6][CH:5]=[C:4]([CH3:8])[C:3]=1[NH:9][C:10]1[NH:11][C:12]2[C:18]3[CH2:19][C:20]([CH3:23])([CH3:22])[O:21][C:17]=3[C:16]([C:24]([O:26]C)=O)=[CH:15][C:13]=2[N:14]=1.[F:28][C:29]([F:38])([F:37])[C:30]1[N:35]=[CH:34][C:33]([NH2:36])=[CH:32][CH:31]=1.C[Al](C)C. (9) Given the product [CH3:11][N:10]([CH3:14])[CH2:12][CH2:2][C:1]([C:4]1[CH:9]=[CH:8][CH:7]=[CH:6][CH:5]=1)=[O:3], predict the reactants needed to synthesize it. The reactants are: [C:1]([C:4]1[CH:9]=[CH:8][CH:7]=[CH:6][CH:5]=1)(=[O:3])[CH3:2].[NH:10]([CH3:12])[CH3:11].Cl.[CH3:14]CO.